This data is from Experimentally validated miRNA-target interactions with 360,000+ pairs, plus equal number of negative samples. The task is: Binary Classification. Given a miRNA mature sequence and a target amino acid sequence, predict their likelihood of interaction. The miRNA is hsa-miR-2681-3p with sequence UAUCAUGGAGUUGGUAAAGCAC. The protein sequence of the target gene is MGAAAGRSPHLGPAPARRPQRSLLLLQLLLLVAAPGSTQAQAAPFPELCSYTWEAVDTKNNVLYKINICGSVDIVQCGPSSAVCMHDLKTRTYHSVGDSVLRSATRSLLEFNTTVSCDQQGTNHRVQSSIAFLCGKTLGTPEFVTATECVHYFEWRTTAACKKDIFKANKEVPCYVFDEELRKHDLNPLIKLSGAYLVDDSDPDTSLFINVCRDIDTLRDPGSQLRACPPGTAACLVRGHQAFDVGQPRDGLKLVRKDRLVLSYVREEAGKLDFCDGHSPAVTITFVCPSERREGTIPKL.... Result: 1 (interaction).